This data is from Full USPTO retrosynthesis dataset with 1.9M reactions from patents (1976-2016). The task is: Predict the reactants needed to synthesize the given product. Given the product [CH3:28][O:1][C@H:2]1[C:6]2[N:7]=[CH:8][N:9]=[C:10]([N:11]3[CH2:16][CH2:15][N:14]([C:17]([O:19][C:20]([CH3:23])([CH3:22])[CH3:21])=[O:18])[CH2:13][C@@H:12]3[CH3:24])[C:5]=2[C@H:4]([CH3:25])[CH2:3]1, predict the reactants needed to synthesize it. The reactants are: [OH:1][C@H:2]1[C:6]2[N:7]=[CH:8][N:9]=[C:10]([N:11]3[CH2:16][CH2:15][N:14]([C:17]([O:19][C:20]([CH3:23])([CH3:22])[CH3:21])=[O:18])[CH2:13][C@@H:12]3[CH3:24])[C:5]=2[C@H:4]([CH3:25])[CH2:3]1.[H-].[Na+].[CH3:28]I.